This data is from Acute oral toxicity (LD50) regression data from Zhu et al.. The task is: Regression/Classification. Given a drug SMILES string, predict its toxicity properties. Task type varies by dataset: regression for continuous values (e.g., LD50, hERG inhibition percentage) or binary classification for toxic/non-toxic outcomes (e.g., AMES mutagenicity, cardiotoxicity, hepatotoxicity). Dataset: ld50_zhu. (1) The compound is CC(=O)OCc1ccc(C(C)C)cc1. The rat oral LD50 is 2.12, given as -log10 of the dose in mol/kg body weight (higher means more acutely toxic). (2) The molecule is CCCC(=O)c1ccc2c(c1)N(CCCN1CCOCC1)c1ccccc1S2. The rat oral LD50 is 2.05, given as -log10 of the dose in mol/kg body weight (higher means more acutely toxic). (3) The compound is CCCCCCCCCCCC(=O)NP(=O)(OC)SC. The rat oral LD50 is 3.51, given as -log10 of the dose in mol/kg body weight (higher means more acutely toxic). (4) The molecule is Cc1cccc(C#N)c1C. The rat oral LD50 is 1.64, given as -log10 of the dose in mol/kg body weight (higher means more acutely toxic). (5) The drug is COC(C)C=O. The rat oral LD50 is 1.97, given as -log10 of the dose in mol/kg body weight (higher means more acutely toxic). (6) The compound is CC1C(=NOC(=O)N(C)SC(Cl)(Cl)Cl)SCC(=O)N1C. The rat oral LD50 is 5.03, given as -log10 of the dose in mol/kg body weight (higher means more acutely toxic).